Dataset: CYP2C19 inhibition data for predicting drug metabolism from PubChem BioAssay. Task: Regression/Classification. Given a drug SMILES string, predict its absorption, distribution, metabolism, or excretion properties. Task type varies by dataset: regression for continuous measurements (e.g., permeability, clearance, half-life) or binary classification for categorical outcomes (e.g., BBB penetration, CYP inhibition). Dataset: cyp2c19_veith. The drug is CCCCN1C(=O)/C(=c2\sc3nc(=O)c(-c4ccccc4)nn3c2=O)c2ccccc21. The result is 1 (inhibitor).